From a dataset of Reaction yield outcomes from USPTO patents with 853,638 reactions. Predict the reaction yield, written as a fraction of the theoretical maximum amount of product (1.0 means a 100% yield; for example, 0.34 means a 34% yield). (1) The product is [CH2:25]([O:27][C:28](=[O:32])[CH:29]([NH:30][C:19]([C:18]1[CH:17]=[N:16][C:15]([O:14][CH2:13][C:3]2[C:4]([C:7]3[CH:8]=[CH:9][CH:10]=[CH:11][CH:12]=3)=[N:5][O:6][C:2]=2[CH3:1])=[CH:23][CH:22]=1)=[O:21])[CH3:31])[CH3:26]. The reactants are [CH3:1][C:2]1[O:6][N:5]=[C:4]([C:7]2[CH:12]=[CH:11][CH:10]=[CH:9][CH:8]=2)[C:3]=1[CH2:13][O:14][C:15]1[CH:23]=[CH:22][C:18]([C:19]([OH:21])=O)=[CH:17][N:16]=1.Cl.[CH2:25]([O:27][C:28](=[O:32])[CH:29]([CH3:31])[NH2:30])[CH3:26]. No catalyst specified. The yield is 0.170. (2) The reactants are [Mg].II.Br[CH2:5][CH2:6][CH:7]([CH3:9])[CH3:8].CON(C)[C:13]([C:15]1[CH:19]=[CH:18][S:17][CH:16]=1)=[O:14]. The catalyst is C(OCC)C. The product is [CH3:8][CH:7]([CH3:9])[CH2:6][CH2:5][C:13]([C:15]1[CH:19]=[CH:18][S:17][CH:16]=1)=[O:14]. The yield is 0.190. (3) The reactants are [NH2:1][C:2]1[NH:3][C:4](=[O:30])[C:5]2[S:10][C:9](=[O:11])[N:8]([C@@H:12]3[O:24][C@H:23]([CH2:25][O:26][C:27](=[O:29])[CH3:28])[C@@H:18]([O:19][C:20](=[O:22])[CH3:21])[C@H:13]3[O:14][C:15](=[O:17])[CH3:16])[C:6]=2[N:7]=1.C1(P(C2C=CC=CC=2)C2C=CC=CC=2)C=CC=CC=1.O[CH2:51][C:52]1[O:53][C:54](=[O:58])[O:55][C:56]=1[CH3:57].N(C(OCC)=O)=NC(OCC)=O. The catalyst is C1COCC1. The product is [NH2:1][C:2]1[N:3]=[C:4]([O:30][CH2:51][C:52]2[O:53][C:54](=[O:58])[O:55][C:56]=2[CH3:57])[C:5]2[S:10][C:9](=[O:11])[N:8]([C@@H:12]3[O:24][C@H:23]([CH2:25][O:26][C:27](=[O:29])[CH3:28])[C@@H:18]([O:19][C:20](=[O:22])[CH3:21])[C@H:13]3[O:14][C:15](=[O:17])[CH3:16])[C:6]=2[N:7]=1. The yield is 0.710. (4) No catalyst specified. The yield is 0.480. The product is [C:46]([O:45][C:44](=[O:50])[NH:43][C:40]1[CH:39]=[CH:38][C:37]([C:2]2[N:7]3[CH:8]=[C:9](/[CH:11]=[CH:12]/[C:13]4[CH:22]=[CH:21][C:20]5[C:15](=[CH:16][CH:17]=[CH:18][CH:19]=5)[N:14]=4)[N:10]=[C:6]3[C:5]([N:23]3[CH2:28][CH2:27][O:26][CH2:25][CH2:24]3)=[N:4][CH:3]=2)=[CH:42][N:41]=1)([CH3:49])([CH3:47])[CH3:48]. The reactants are Br[C:2]1[N:7]2[CH:8]=[C:9](/[CH:11]=[CH:12]/[C:13]3[CH:22]=[CH:21][C:20]4[C:15](=[CH:16][CH:17]=[CH:18][CH:19]=4)[N:14]=3)[N:10]=[C:6]2[C:5]([N:23]2[CH2:28][CH2:27][O:26][CH2:25][CH2:24]2)=[N:4][CH:3]=1.CC1(C)C(C)(C)OB([C:37]2[CH:38]=[CH:39][C:40]([NH:43][C:44](=[O:50])[O:45][C:46]([CH3:49])([CH3:48])[CH3:47])=[N:41][CH:42]=2)O1. (5) The reactants are [C:1]([CH2:3][C:4]1([N:15]2[CH:19]=[C:18]([C:20]3[CH:25]=[CH:24][N:23]=[C:22]4[N:26]([CH2:29][O:30][CH2:31][CH2:32][Si:33]([CH3:36])([CH3:35])[CH3:34])[CH:27]=[CH:28][C:21]=34)[CH:17]=[N:16]2)[CH2:7][N:6](C(OC(C)(C)C)=O)[CH2:5]1)#[N:2].Cl.O1CCOCC1. The catalyst is C1COCC1.CO. The product is [CH3:35][Si:33]([CH3:34])([CH3:36])[CH2:32][CH2:31][O:30][CH2:29][N:26]1[C:22]2=[N:23][CH:24]=[CH:25][C:20]([C:18]3[CH:17]=[N:16][N:15]([C:4]4([CH2:3][C:1]#[N:2])[CH2:5][NH:6][CH2:7]4)[CH:19]=3)=[C:21]2[CH:28]=[CH:27]1. The yield is 1.00. (6) The catalyst is CO.C(O)(=O)C. The yield is 0.260. The reactants are [CH:1]([C:3]1[CH:12]=[CH:11][C:6]([C:7]([O:9][CH3:10])=[O:8])=[CH:5][CH:4]=1)=O.[CH3:13][NH:14][C:15]1[CH:20]=[CH:19][CH:18]=[CH:17][CH:16]=1.C([BH3-])#N.[Na+]. The product is [CH3:13][N:14]([CH2:1][C:3]1[CH:12]=[CH:11][C:6]([C:7]([O:9][CH3:10])=[O:8])=[CH:5][CH:4]=1)[C:15]1[CH:20]=[CH:19][CH:18]=[CH:17][CH:16]=1.